From a dataset of Catalyst prediction with 721,799 reactions and 888 catalyst types from USPTO. Predict which catalyst facilitates the given reaction. (1) The catalyst class is: 17. Reactant: [CH2:1]([C:3]1([OH:20])[CH:8]([OH:9])[CH2:7][CH:6]([C:10]2[CH:15]=[CH:14][N:13]=[CH:12][C:11]=2[N+:16]([O-:18])=[O:17])[O:5][CH:4]1[CH3:19])[CH3:2].[C:21](OC(=O)C)(=[O:23])[CH3:22]. Product: [C:21]([O:9][CH:8]1[CH2:7][CH:6]([C:10]2[CH:15]=[CH:14][N:13]=[CH:12][C:11]=2[N+:16]([O-:18])=[O:17])[O:5][CH:4]([CH3:19])[C:3]1([CH2:1][CH3:2])[OH:20])(=[O:23])[CH3:22]. (2) Reactant: Cl[CH2:2][C:3]1[NH:4][C:5](=[O:13])[C:6]2[CH2:12][O:11][CH2:10][CH2:9][C:7]=2[N:8]=1.[CH:14]1([CH2:17][NH2:18])[CH2:16][CH2:15]1. Product: [CH:14]1([CH2:17][NH:18][CH2:2][C:3]2[NH:4][C:5](=[O:13])[C:6]3[CH2:12][O:11][CH2:10][CH2:9][C:7]=3[N:8]=2)[CH2:16][CH2:15]1. The catalyst class is: 8. (3) Reactant: ClCCl.C([O-])([O-])=O.[Cs+].[Cs+].[Cl:10][C:11]1[CH:12]=[C:13](B(O)O)[CH:14]=[CH:15][C:16]=1[O:17][CH3:18].Cl[C:23]1[N:24]=[C:25]([CH3:44])[C:26]2[CH2:31][CH2:30][N:29]([C:32]3[CH:37]=[CH:36][C:35]([CH2:38][C:39]([O:41][CH2:42][CH3:43])=[O:40])=[CH:34][CH:33]=3)[C:27]=2[N:28]=1. Product: [Cl:10][C:11]1[CH:12]=[C:13]([C:23]2[N:24]=[C:25]([CH3:44])[C:26]3[CH2:31][CH2:30][N:29]([C:32]4[CH:33]=[CH:34][C:35]([CH2:38][C:39]([O:41][CH2:42][CH3:43])=[O:40])=[CH:36][CH:37]=4)[C:27]=3[N:28]=2)[CH:14]=[CH:15][C:16]=1[O:17][CH3:18]. The catalyst class is: 12. (4) Reactant: [NH2:1][CH2:2]/[C:3](=[CH:8]\[C:9]1[CH:14]=[CH:13][C:12]([CH3:15])=[CH:11][CH:10]=1)/[C:4]([O:6][CH3:7])=[O:5].II.C(=O)([O-])[O-].[K+].[K+]. Product: [CH3:15][C:12]1[CH:11]=[C:10]2[C:9]([CH:8]=[C:3]([C:4]([O:6][CH3:7])=[O:5])[CH:2]=[N:1]2)=[CH:14][CH:13]=1. The catalyst class is: 22. (5) Reactant: [CH3:1][C:2]1[O:6][N:5]=[C:4]([C:7]2[CH:12]=[CH:11][CH:10]=[CH:9][N:8]=2)[N:3]=1.C([Li:17])CCC.[C:18](=[O:20])=[O:19].O. Product: [N:8]1[CH:9]=[CH:10][CH:11]=[CH:12][C:7]=1[C:4]1[N:3]=[C:2]([CH2:1][C:18]([O-:20])=[O:19])[O:6][N:5]=1.[Li+:17]. The catalyst class is: 7. (6) Reactant: [NH2:1][C:2]1[C:3]([Cl:9])=[N:4][CH:5]=[C:6]([Br:8])[CH:7]=1.[CH3:10][C:11]1[CH:16]=[CH:15][CH:14]=[CH:13][C:12]=1[S:17](Cl)(=[O:19])=[O:18]. Product: [Br:8][C:6]1[CH:7]=[C:2]([NH:1][S:17]([C:12]2[CH:13]=[CH:14][CH:15]=[CH:16][C:11]=2[CH3:10])(=[O:19])=[O:18])[C:3]([Cl:9])=[N:4][CH:5]=1. The catalyst class is: 17.